From a dataset of Reaction yield outcomes from USPTO patents with 853,638 reactions. Predict the reaction yield, written as a fraction of the theoretical maximum amount of product (1.0 means a 100% yield; for example, 0.34 means a 34% yield). (1) The reactants are [NH2:1][C:2]1[C:7]([O:8][CH2:9][C:10]2[CH:15]=[CH:14][CH:13]=[CH:12][CH:11]=2)=[CH:6][CH:5]=[CH:4][N:3]=1.Br[CH:17]([CH2:20][C:21]([CH3:26])([N+:23]([O-:25])=[O:24])[CH3:22])[CH:18]=O. The catalyst is C(O)C. The product is [CH3:22][C:21]([N+:23]([O-:25])=[O:24])([CH3:26])[CH2:20][C:17]1[N:3]2[CH:4]=[CH:5][CH:6]=[C:7]([O:8][CH2:9][C:10]3[CH:11]=[CH:12][CH:13]=[CH:14][CH:15]=3)[C:2]2=[N:1][CH:18]=1. The yield is 0.640. (2) The reactants are [F:1][C:2]1[CH:3]=[N:4][CH:5]=[CH:6][C:7]=1[C:8]1[N:9]=[C:10]([NH2:21])[C:11]([NH2:20])=[N:12][C:13]=1[C:14]1[CH:15]=[N:16][CH:17]=[CH:18][CH:19]=1.[C:22](N1C=CN=C1)(N1C=CN=C1)=[S:23].[CH2:34](N(CC)CC)C. The catalyst is O1CCCC1. The product is [F:1][C:2]1[CH:3]=[N:4][CH:5]=[CH:6][C:7]=1[C:8]1[N:9]=[C:10]2[N:21]=[C:34]([S:23][CH3:22])[NH:20][C:11]2=[N:12][C:13]=1[C:14]1[CH:15]=[N:16][CH:17]=[CH:18][CH:19]=1. The yield is 0.530. (3) The reactants are C([O:5][C:6](=[O:38])[C:7]([S:10][C:11]1[CH:20]=[CH:19][C:18]2[CH2:17][CH:16]([N:21]([CH2:36][CH3:37])[C:22]([NH:24][C:25]3[CH:30]=[CH:29][C:28]([O:31][C:32]([F:35])([F:34])[F:33])=[CH:27][CH:26]=3)=[O:23])[CH2:15][CH2:14][C:13]=2[CH:12]=1)([CH3:9])[CH3:8])(C)(C)C.C(O)(C(F)(F)F)=O. The catalyst is C(Cl)Cl. The product is [CH2:36]([N:21]([CH:16]1[CH2:15][CH2:14][C:13]2[CH:12]=[C:11]([S:10][C:7]([CH3:8])([CH3:9])[C:6]([OH:38])=[O:5])[CH:20]=[CH:19][C:18]=2[CH2:17]1)[C:22]([NH:24][C:25]1[CH:26]=[CH:27][C:28]([O:31][C:32]([F:35])([F:33])[F:34])=[CH:29][CH:30]=1)=[O:23])[CH3:37]. The yield is 0.430. (4) The reactants are [O:1]1[C:5]2([CH2:10][CH2:9][S:8][CH2:7][CH:6]2[C:11]([O:13]C)=[O:12])[O:4][CH2:3][CH2:2]1.[OH-].[K+]. The catalyst is C(O)C. The product is [O:4]1[C:5]2([CH2:10][CH2:9][S:8][CH2:7][CH:6]2[C:11]([OH:13])=[O:12])[O:1][CH2:2][CH2:3]1. The yield is 0.630. (5) The reactants are C(O[C:4](=[O:17])[CH2:5][O:6][C:7]1[C:8]([N+:14]([O-])=O)=[N:9][C:10](Br)=[CH:11][CH:12]=1)C.BrC1N=C([N+]([O-])=O)[C:22]([OH:28])=CC=1.C([O-])([O-])=O.[K+].[K+].BrCC(OCC)=O. The catalyst is CC(C)=O.CCOCC. The product is [O:17]=[C:4]1[CH2:5][O:6][C:7]2[CH:12]=[CH:11][C:10]([CH:22]=[O:28])=[N:9][C:8]=2[NH:14]1. The yield is 0.740.